This data is from Full USPTO retrosynthesis dataset with 1.9M reactions from patents (1976-2016). The task is: Predict the reactants needed to synthesize the given product. (1) Given the product [F:29][C:26]([F:28])([F:27])[C:21]1[CH:20]=[C:19]([C:17]2[O:18][C:14]3[CH:13]=[CH:12][C:11]([CH2:10][NH:9][CH2:8][CH2:7][C:6]([OH:5])=[O:31])=[CH:30][C:15]=3[CH:16]=2)[CH:24]=[CH:23][C:22]=1[C:32]1[CH:37]=[CH:36][CH:35]=[CH:34][CH:33]=1, predict the reactants needed to synthesize it. The reactants are: C([O:5][C:6](=[O:31])[CH2:7][CH2:8][NH:9][CH2:10][C:11]1[CH:12]=[CH:13][C:14]2[O:18][C:17]([C:19]3[CH:24]=[CH:23][C:22](Cl)=[C:21]([C:26]([F:29])([F:28])[F:27])[CH:20]=3)=[CH:16][C:15]=2[CH:30]=1)(C)(C)C.[C:32]1(OB(O)O)[CH:37]=[CH:36][CH:35]=[CH:34][CH:33]=1.C1(P(C2CCCCC2)C2C=CC=CC=2C2C=CC=CC=2)CCCCC1.[F-].[K+]. (2) Given the product [N+:22]([C:19]1[C:20](=[O:21])[N:15]2[CH2:14][CH2:13][CH2:12][N:11]([C:9]3[CH:8]=[CH:7][N:6]=[C:5]([NH:39][CH2:31][CH2:32][C:33]4[CH:38]=[CH:37][CH:36]=[CH:35][CH:34]=4)[N:10]=3)[C:16]2=[N:17][C:18]=1[C:25]1[CH:30]=[CH:29][CH:28]=[CH:27][CH:26]=1)([O-:24])=[O:23], predict the reactants needed to synthesize it. The reactants are: CS([C:5]1[N:10]=[C:9]([N:11]2[C:16]3=[N:17][C:18]([C:25]4[CH:30]=[CH:29][CH:28]=[CH:27][CH:26]=4)=[C:19]([N+:22]([O-:24])=[O:23])[C:20](=[O:21])[N:15]3[CH2:14][CH2:13][CH2:12]2)[CH:8]=[CH:7][N:6]=1)(=O)=O.[CH2:31]([NH2:39])[CH2:32][C:33]1[CH:38]=[CH:37][CH:36]=[CH:35][CH:34]=1. (3) The reactants are: [H-].[Na+].Cl[CH2:4][CH2:5][S:6](Cl)(=[O:8])=[O:7].C1COCC1.[CH3:15][O:16][C:17]1[CH:26]=[C:25]2[C:20]([CH:21]=[CH:22][C:23]([O:27][C:28]3[C:29]([NH2:34])=[N:30][CH:31]=[CH:32][CH:33]=3)=[CH:24]2)=[CH:19][CH:18]=1. Given the product [CH3:15][O:16][C:17]1[CH:26]=[C:25]2[C:20]([CH:21]=[CH:22][C:23]([O:27][C:28]3[C:29]4=[N:34][S:6](=[O:8])(=[O:7])[CH2:5][CH2:4][N:30]4[CH:31]=[CH:32][CH:33]=3)=[CH:24]2)=[CH:19][CH:18]=1, predict the reactants needed to synthesize it. (4) Given the product [Br:38][C:36]1[CH:37]=[C:29]2[C:30](=[CH:34][CH:35]=1)[C:31](=[O:32])[N:5]([CH2:6][C:7]1[CH:8]=[CH:9][C:10]([S:13]([NH2:16])(=[O:14])=[O:15])=[CH:11][CH:12]=1)[C:4]([C:3](=[O:2])[CH2:17][CH2:18][CH2:19][CH3:20])=[C:21]2[C:22]1[CH:27]=[CH:26][CH:25]=[CH:24][CH:23]=1, predict the reactants needed to synthesize it. The reactants are: Cl.[OH:2][CH:3]([CH2:17][CH2:18][CH2:19][CH3:20])[CH2:4][NH:5][CH2:6][C:7]1[CH:12]=[CH:11][C:10]([S:13]([NH2:16])(=[O:15])=[O:14])=[CH:9][CH:8]=1.[C:21]([C:29]1[CH:37]=[C:36]([Br:38])[CH:35]=[CH:34][C:30]=1[C:31](O)=[O:32])(=O)[C:22]1[CH:27]=[CH:26][CH:25]=[CH:24][CH:23]=1. (5) Given the product [CH:25]1([N:22]2[CH2:21][CH2:20][N:19]([C:17]([CH:16]3[C:14]4([CH2:13][CH2:12][N:11]([CH:31]5[CH2:36][CH2:35][CH2:34][CH2:33][CH2:32]5)[CH2:30][CH2:29]4)[CH2:15]3)=[O:18])[CH2:24][CH2:23]2)[CH2:26][CH2:27][CH2:28]1, predict the reactants needed to synthesize it. The reactants are: C(OC([N:11]1[CH2:30][CH2:29][C:14]2([CH:16]([C:17]([N:19]3[CH2:24][CH2:23][N:22]([CH:25]4[CH2:28][CH2:27][CH2:26]4)[CH2:21][CH2:20]3)=[O:18])[CH2:15]2)[CH2:13][CH2:12]1)=O)C1C=CC=CC=1.[C:31]1(=O)[CH2:36][CH2:35][CH2:34][CH2:33][CH2:32]1. (6) Given the product [BrH:20].[NH2:1][C:2]1[C:3]([OH:17])=[C:4]([C:9]2[S:13][C:12]([C:14]([OH:16])=[O:15])=[CH:11][CH:10]=2)[CH:5]=[C:6]([CH3:8])[CH:7]=1, predict the reactants needed to synthesize it. The reactants are: [NH2:1][C:2]1[C:3]([O:17]C)=[C:4]([C:9]2[S:13][C:12]([C:14]([OH:16])=[O:15])=[CH:11][CH:10]=2)[CH:5]=[C:6]([CH3:8])[CH:7]=1.B(Br)(Br)[Br:20].